The task is: Predict the reaction yield, written as a fraction of the theoretical maximum amount of product (1.0 means a 100% yield; for example, 0.34 means a 34% yield).. This data is from Reaction yield outcomes from USPTO patents with 853,638 reactions. (1) The reactants are [NH2:1][C@@H:2]1[C@H:7]([NH:8][C:9]2[N:14]=[C:13](Cl)[C:12]3[C:16](=[O:30])[N:17]([CH2:19][C:20]4[CH:25]=[CH:24][C:23]([O:26][CH3:27])=[CH:22][C:21]=4[O:28][CH3:29])[CH2:18][C:11]=3[C:10]=2[F:31])[CH2:6][CH2:5][O:4][CH2:3]1.[N:32]1[N:36]2[CH:37]=[CH:38][CH:39]=[CH:40][C:35]2=[C:34](B(O)O)[CH:33]=1.C([O-])(O)=O.[Na+]. The catalyst is O1CCOCC1.Cl[Pd](Cl)([P](C1C=CC=CC=1)(C1C=CC=CC=1)C1C=CC=CC=1)[P](C1C=CC=CC=1)(C1C=CC=CC=1)C1C=CC=CC=1. The product is [NH2:1][C@@H:2]1[C@H:7]([NH:8][C:9]2[N:14]=[C:13]([C:34]3[CH:33]=[N:32][N:36]4[CH:37]=[CH:38][CH:39]=[CH:40][C:35]=34)[C:12]3[C:16](=[O:30])[N:17]([CH2:19][C:20]4[CH:25]=[CH:24][C:23]([O:26][CH3:27])=[CH:22][C:21]=4[O:28][CH3:29])[CH2:18][C:11]=3[C:10]=2[F:31])[CH2:6][CH2:5][O:4][CH2:3]1. The yield is 1.00. (2) The reactants are O.[OH-].[Li+].[CH3:4][C:5]([O:8][C@H:9]([CH3:47])[C@@H:10]([C:43]([O:45]C)=[O:44])[NH:11][C:12]([C:14]1[CH:19]=[CH:18][C:17]([C:20]2[CH:25]=[CH:24][C:23]([F:26])=[C:22]([F:27])[CH:21]=2)=[CH:16][C:15]=1[NH:28][C:29]([NH:31][C:32]1[C:37]([CH3:38])=[CH:36][C:35]([CH2:39][CH2:40][CH3:41])=[CH:34][C:33]=1[CH3:42])=[O:30])=[O:13])([CH3:7])[CH3:6].CO.Cl. The catalyst is C1COCC1.CCCCCC.C(OCC)(=O)C.O. The product is [CH3:4][C:5]([O:8][C@H:9]([CH3:47])[C@@H:10]([C:43]([OH:45])=[O:44])[NH:11][C:12]([C:14]1[CH:19]=[CH:18][C:17]([C:20]2[CH:25]=[CH:24][C:23]([F:26])=[C:22]([F:27])[CH:21]=2)=[CH:16][C:15]=1[NH:28][C:29]([NH:31][C:32]1[C:33]([CH3:42])=[CH:34][C:35]([CH2:39][CH2:40][CH3:41])=[CH:36][C:37]=1[CH3:38])=[O:30])=[O:13])([CH3:6])[CH3:7]. The yield is 0.170. (3) The reactants are [N:1]1([CH:7]2[CH2:12][CH2:11][N:10]([C:13]3[N:18]=[C:17]4[N:19]([C:24]5[C:29]([F:30])=[CH:28][CH:27]=[CH:26][C:25]=5[F:31])[C:20](=[O:23])[NH:21][CH2:22][C:16]4=[C:15](Cl)[N:14]=3)[CH2:9][CH2:8]2)[CH2:6][CH2:5][CH2:4][CH2:3][CH2:2]1.O.C(=O)([O-])[O-].[K+].[K+].[F:40][C:41]1[CH:46]=[CH:45][C:44]([NH:47][C:48](=[O:65])[C:49]2[CH:54]=[CH:53][C:52]([CH3:55])=[C:51](B3OC(C)(C)C(C)(C)O3)[CH:50]=2)=[CH:43][CH:42]=1. The catalyst is O1CCOCC1.C1C=CC([P]([Pd]([P](C2C=CC=CC=2)(C2C=CC=CC=2)C2C=CC=CC=2)([P](C2C=CC=CC=2)(C2C=CC=CC=2)C2C=CC=CC=2)[P](C2C=CC=CC=2)(C2C=CC=CC=2)C2C=CC=CC=2)(C2C=CC=CC=2)C2C=CC=CC=2)=CC=1. The product is [N:1]1([CH:7]2[CH2:12][CH2:11][N:10]([C:13]3[N:14]=[C:15]([C:51]4[CH:50]=[C:49]([CH:54]=[CH:53][C:52]=4[CH3:55])[C:48]([NH:47][C:44]4[CH:45]=[CH:46][C:41]([F:40])=[CH:42][CH:43]=4)=[O:65])[C:16]4[CH2:22][NH:21][C:20](=[O:23])[N:19]([C:24]5[C:29]([F:30])=[CH:28][CH:27]=[CH:26][C:25]=5[F:31])[C:17]=4[N:18]=3)[CH2:9][CH2:8]2)[CH2:6][CH2:5][CH2:4][CH2:3][CH2:2]1. The yield is 0.510. (4) The yield is 0.950. The product is [OH:3][C:1]1[C:4]2[C:9](=[C:8]([CH3:20])[C:7]([O:21][CH3:22])=[CH:6][CH:5]=2)[N:10]=[C:11]([C:13]2[CH:18]=[CH:17][CH:16]=[C:15]([CH3:19])[N:14]=2)[CH:2]=1. The catalyst is N1C=CC=CC=1. The reactants are [C:1]([C:4]1[C:9]([NH:10][C:11]([C:13]2[CH:18]=[CH:17][CH:16]=[C:15]([CH3:19])[N:14]=2)=O)=[C:8]([CH3:20])[C:7]([O:21][CH3:22])=[CH:6][CH:5]=1)(=[O:3])[CH3:2].[OH-].[K+].O. (5) The reactants are [NH2:1][C@@H:2]([CH2:33][C:34]1[CH:39]=[CH:38][CH:37]=[CH:36][CH:35]=1)[C@@H:3]([OH:32])[CH2:4][C@H:5]([NH:19][C:20]([C@@H:22]([NH:27][C:28](=[O:31])[O:29][CH3:30])[C:23]([CH3:26])([CH3:25])[CH3:24])=[O:21])[CH2:6][C:7]1[CH:12]=[CH:11][C:10]([C:13]2[CH:18]=[CH:17][CH:16]=[CH:15][N:14]=2)=[CH:9][CH:8]=1.[CH3:40][C@@H:41]([CH2:52][CH3:53])[C@H:42]([N:46]1[CH2:50][CH2:49][NH:48][C:47]1=[O:51])[C:43](O)=[O:44].CCOP(ON1N=NC2C=CC=CC=2C1=O)(OCC)=O.C(N(CC)C(C)C)(C)C. The catalyst is O1CCCC1. The product is [OH:32][C@H:3]([C@@H:2]([NH:1][C:43](=[O:44])[C@@H:42]([N:46]1[CH2:50][CH2:49][NH:48][C:47]1=[O:51])[C@@H:41]([CH3:40])[CH2:52][CH3:53])[CH2:33][C:34]1[CH:35]=[CH:36][CH:37]=[CH:38][CH:39]=1)[CH2:4][C@H:5]([NH:19][C:20]([C@@H:22]([NH:27][C:28](=[O:31])[O:29][CH3:30])[C:23]([CH3:26])([CH3:25])[CH3:24])=[O:21])[CH2:6][C:7]1[CH:12]=[CH:11][C:10]([C:13]2[CH:18]=[CH:17][CH:16]=[CH:15][N:14]=2)=[CH:9][CH:8]=1. The yield is 0.710. (6) The reactants are C(OC)(=O)C1C=CC(C([O-])=O)=CC=1.C1(N=C=NC2CCCCC2)CCCCC1.C([O:31][C:32]([C:34]1([NH:57]C(OC(C)(C)C)=O)[CH2:39][CH:38]([NH:40][C:41](=[O:51])[C:42]2[CH:47]=[CH:46][C:45]([C:48]([OH:50])=[O:49])=[CH:44][CH:43]=2)[CH:37]2[CH:35]1[CH:36]2[C:52]([O:54]CC)=[O:53])=[O:33])C. No catalyst specified. The product is [NH2:57][C:34]1([C:32]([OH:33])=[O:31])[CH2:39][CH:38]([NH:40][C:41](=[O:51])[C:42]2[CH:43]=[CH:44][C:45]([C:48]([OH:50])=[O:49])=[CH:46][CH:47]=2)[CH:37]2[CH:35]1[CH:36]2[C:52]([OH:54])=[O:53]. The yield is 0.880. (7) The reactants are [CH2:1]([C:3]1[CH:8]=[C:7](I)[C:6]([CH2:10][CH3:11])=[CH:5][C:4]=1I)[CH3:2].[CH3:13][Si:14]([C:17]#[CH:18])([CH3:16])[CH3:15].C(N([CH:25]([CH3:27])C)CC)(C)C.C1COCC1. The catalyst is Cl[Pd](Cl)([P](C1C=CC=CC=1)(C1C=CC=CC=1)C1C=CC=CC=1)[P](C1C=CC=CC=1)(C1C=CC=CC=1)C1C=CC=CC=1.[Cu]I.CCCCCC. The product is [CH2:1]([C:3]1[CH:8]=[C:7]([C:18]#[C:17][Si:14]([CH3:16])([CH3:15])[CH3:13])[C:6]([CH2:10][CH3:11])=[CH:5][C:4]=1[C:27]#[C:25][Si:14]([CH3:16])([CH3:15])[CH3:13])[CH3:2]. The yield is 0.840. (8) The catalyst is C(O)C. The yield is 0.780. The product is [Si:18]([O:35][C@H:36]1[C@H:50]([CH2:51][CH2:52][C@@H:53]([OH:54])[CH2:62][OH:63])[C@H:39]2[CH2:40][C:41]3[C:46]([CH2:47][C@H:38]2[CH2:37]1)=[C:45]([O:48][CH3:49])[CH:44]=[CH:43][CH:42]=3)([C:31]([CH3:33])([CH3:32])[CH3:34])([C:25]1[CH:26]=[CH:27][CH:28]=[CH:29][CH:30]=1)[C:19]1[CH:20]=[CH:21][CH:22]=[CH:23][CH:24]=1. The reactants are C1(C)C=CC(S([O-])(=O)=O)=CC=1.[NH+]1C=CC=CC=1.[Si:18]([O:35][C@H:36]1[C@H:50]([CH2:51][CH2:52][C@H:53]([CH2:62][O:63][Si](C)(C)C(C)(C)C)[O:54][Si](C)(C)C(C)(C)C)[C@H:39]2[CH2:40][C:41]3[C:46]([CH2:47][C@H:38]2[CH2:37]1)=[C:45]([O:48][CH3:49])[CH:44]=[CH:43][CH:42]=3)([C:31]([CH3:34])([CH3:33])[CH3:32])([C:25]1[CH:30]=[CH:29][CH:28]=[CH:27][CH:26]=1)[C:19]1[CH:24]=[CH:23][CH:22]=[CH:21][CH:20]=1.